From a dataset of Catalyst prediction with 721,799 reactions and 888 catalyst types from USPTO. Predict which catalyst facilitates the given reaction. (1) Reactant: [C:1]([C:3]1[CH:8]=[CH:7][C:6]([CH2:9][CH2:10]C(O)=O)=[CH:5][C:4]=1[CH3:14])#[N:2].C([N:17](CC)CC)C. Product: [NH2:17][CH2:10][CH2:9][C:6]1[CH:7]=[CH:8][C:3]([C:1]#[N:2])=[C:4]([CH3:14])[CH:5]=1. The catalyst class is: 107. (2) Reactant: [CH3:1][C@@H:2]([O:6][C:7]1[N:15]=[C:14]2[C:10]([N:11]=[C:12]([O:23]C)[N:13]2[CH2:16][CH2:17][CH:18]2[CH2:22][CH2:21][CH2:20][O:19]2)=[C:9]([NH2:25])[N:8]=1)[CH2:3][CH2:4][CH3:5].O1CCOCC1. Product: [NH2:25][C:9]1[N:8]=[C:7]([O:6][C@H:2]([CH3:1])[CH2:3][CH2:4][CH3:5])[N:15]=[C:14]2[C:10]=1[NH:11][C:12](=[O:23])[N:13]2[CH2:16][CH2:17][CH:18]1[CH2:22][CH2:21][CH2:20][O:19]1. The catalyst class is: 5. (3) Reactant: [Cl:1][C:2]1[CH:10]=[CH:9][C:5]([C:6]([OH:8])=[O:7])=[CH:4][N:3]=1.[CH3:11][Si](C=[N+]=[N-])(C)C.CC(O)=O. Product: [CH3:11][O:7][C:6](=[O:8])[C:5]1[CH:9]=[CH:10][C:2]([Cl:1])=[N:3][CH:4]=1. The catalyst class is: 224. (4) Reactant: [C-:1]#[N:2].C[Mg+].[Br-].[CH2:6]1[CH2:10]O[CH2:8][CH2:7]1. Product: [N:2]1([N:2]2[CH2:1][CH2:10][CH2:6][CH2:7][CH2:8]2)[CH2:1][CH2:10][CH2:6][CH2:7][CH2:8]1. The catalyst class is: 28. (5) Reactant: C(O[C:5](=[O:7])[CH3:6])(=O)C.C(N(CC)CC)C.[NH2:15][C:16]1[N:24]=[C:23]2[C:19]([NH:20][CH:21]=[N:22]2)=[C:18]([Cl:25])[N:17]=1. Product: [C:5]([N:22]1[CH:21]=[N:20][C:19]2[C:23]1=[N:24][C:16]([NH2:15])=[N:17][C:18]=2[Cl:25])(=[O:7])[CH3:6]. The catalyst class is: 11. (6) Reactant: [C:1]([C:3]1[CH:4]=[CH:5][C:6]([O:32]C)=[C:7]([S:9]([NH:12][CH2:13][CH2:14][C:15]2[CH:20]=[CH:19][C:18]([CH:21]([CH3:23])[CH3:22])=[CH:17][C:16]=2[NH:24][C:25](=[O:31])[C:26]([O:28]CC)=[O:27])(=[O:11])=[O:10])[CH:8]=1)#[N:2].[Cl-].[Li+].Cl. Product: [C:1]([C:3]1[CH:4]=[CH:5][C:6]([OH:32])=[C:7]([S:9]([NH:12][CH2:13][CH2:14][C:15]2[CH:20]=[CH:19][C:18]([CH:21]([CH3:23])[CH3:22])=[CH:17][C:16]=2[NH:24][C:25](=[O:31])[C:26]([OH:28])=[O:27])(=[O:10])=[O:11])[CH:8]=1)#[N:2]. The catalyst class is: 9. (7) Reactant: [F:1][CH:2]([F:27])[O:3][C:4]1[CH:5]=[CH:6][C:7]2[NH:11][C:10](=[O:12])[N:9]([CH:13]3[CH2:18][CH2:17][N:16](C(OC(C)(C)C)=O)[CH2:15][CH2:14]3)[C:8]=2[CH:26]=1.[ClH:28]. Product: [ClH:28].[F:27][CH:2]([F:1])[O:3][C:4]1[CH:5]=[CH:6][C:7]2[NH:11][C:10](=[O:12])[N:9]([CH:13]3[CH2:14][CH2:15][NH:16][CH2:17][CH2:18]3)[C:8]=2[CH:26]=1. The catalyst class is: 645.